The task is: Predict the reactants needed to synthesize the given product.. This data is from Full USPTO retrosynthesis dataset with 1.9M reactions from patents (1976-2016). (1) Given the product [CH3:18][O:17][C:13]1[CH:12]=[C:9]([CH:8]=[C:7]([CH3:2])[C:14]=1[O:15][CH3:16])[C:10]#[N:11], predict the reactants needed to synthesize it. The reactants are: O1CCC[CH2:2]1.Br[C:7]1[CH:8]=[C:9]([CH:12]=[C:13]([O:17][CH3:18])[C:14]=1[O:15][CH3:16])[C:10]#[N:11].CB1OB(C)OB(C)O1.C(=O)([O-])[O-].[Cs+].[Cs+]. (2) Given the product [NH2:61][CH2:62][CH2:63][CH2:64][CH2:65][NH:66][C:13]([C:12]1[C:6]2[N:5]=[C:4]([CH2:3][N:18]([CH3:17])[CH:19]3[C:28]4[N:27]=[CH:26][CH:25]=[CH:24][C:23]=4[CH2:22][CH2:21][CH2:20]3)[NH:8][C:7]=2[CH:9]=[CH:10][CH:11]=1)=[O:15], predict the reactants needed to synthesize it. The reactants are: Cl.Cl[CH2:3][C:4]1[NH:8][C:7]2[CH:9]=[CH:10][CH:11]=[C:12]([C:13]([OH:15])=O)[C:6]=2[N:5]=1.Cl.[CH3:17][NH:18][CH:19]1[C:28]2[N:27]=[CH:26][CH:25]=[CH:24][C:23]=2[CH2:22][CH2:21][CH2:20]1.C(N(CC)C(C)C)(C)C.[I-].[K+].O=C1N(P(Cl)(N2CCOC2=O)=O)CCO1.C(OC(=O)[NH:61][CH2:62][CH2:63][CH2:64][CH2:65][NH2:66])(C)(C)C.C(OC(=O)NCCCN)(C)(C)C. (3) Given the product [Cl:1][C:2]1[CH:11]=[C:6]([C:7]([O:9][CH3:10])=[O:8])[C:5]2[O:12][C:13]([CH:14]([CH3:15])[CH3:20])=[CH:17][C:4]=2[CH:3]=1, predict the reactants needed to synthesize it. The reactants are: [Cl:1][C:2]1[CH:3]=[CH:4][C:5]([O:12][C:13]([CH3:17])(C)[C:14]#[CH:15])=[C:6]([CH:11]=1)[C:7]([O:9][CH3:10])=[O:8].[F-].[Cs+].[CH2:20](N(CC)C1C=CC=CC=1)C. (4) Given the product [NH2:1][C:2]1[C:6]2[CH:7]=[C:8]([C:11]([OH:13])=[O:12])[CH:9]=[CH:10][C:5]=2[O:4][C:3]=1[C:15]([NH:17][C:18]1[CH:23]=[CH:22][C:21]([Cl:24])=[CH:20][N:19]=1)=[O:16], predict the reactants needed to synthesize it. The reactants are: [NH2:1][C:2]1[C:6]2[CH:7]=[C:8]([C:11]([O:13]C)=[O:12])[CH:9]=[CH:10][C:5]=2[O:4][C:3]=1[C:15]([NH:17][C:18]1[CH:23]=[CH:22][C:21]([Cl:24])=[CH:20][N:19]=1)=[O:16].CO.[OH-].[Na+].